Dataset: Peptide-MHC class I binding affinity with 185,985 pairs from IEDB/IMGT. Task: Regression. Given a peptide amino acid sequence and an MHC pseudo amino acid sequence, predict their binding affinity value. This is MHC class I binding data. The peptide sequence is ISKIPGGAMY. The MHC is HLA-A30:02 with pseudo-sequence HLA-A30:02. The binding affinity (normalized) is 0.793.